This data is from Reaction yield outcomes from USPTO patents with 853,638 reactions. The task is: Predict the reaction yield, written as a fraction of the theoretical maximum amount of product (1.0 means a 100% yield; for example, 0.34 means a 34% yield). (1) The reactants are Cl[CH2:2][C@@H:3]([OH:20])[C@@H:4]([NH:12][C:13](=[O:19])[O:14][C:15]([CH3:18])([CH3:17])[CH3:16])[CH2:5][CH:6]1[CH2:11][CH2:10][CH2:9][CH2:8][CH2:7]1.CCO. The catalyst is [OH-].[Na+].O. The product is [CH:6]1([CH2:5][C@H:4]([NH:12][C:13](=[O:19])[O:14][C:15]([CH3:18])([CH3:17])[CH3:16])[C@H:3]2[CH2:2][O:20]2)[CH2:11][CH2:10][CH2:9][CH2:8][CH2:7]1. The yield is 0.950. (2) The reactants are [Cl:1][C:2]1[C:3](F)=[N:4][CH:5]=[C:6]([Cl:8])[CH:7]=1.[CH2:10]([Sn](CCCC)(CCCC)C=C)[CH2:11]CC. The catalyst is C1(C)C=CC=CC=1.C1C=CC([P]([Pd]([P](C2C=CC=CC=2)(C2C=CC=CC=2)C2C=CC=CC=2)([P](C2C=CC=CC=2)(C2C=CC=CC=2)C2C=CC=CC=2)[P](C2C=CC=CC=2)(C2C=CC=CC=2)C2C=CC=CC=2)(C2C=CC=CC=2)C2C=CC=CC=2)=CC=1. The product is [Cl:1][C:2]1[C:3]([CH:10]=[CH2:11])=[N:4][CH:5]=[C:6]([Cl:8])[CH:7]=1. The yield is 0.620. (3) The reactants are [Br:1][C:2]1[CH:3]=[C:4]([C:13]([O:15][CH2:16][CH3:17])=[O:14])[C:5]2[C:10]([CH2:11][CH3:12])=[N:9][NH:8][C:6]=2[N:7]=1.C([O-])([O-])=O.[K+].[K+].Br[CH:25]([CH3:27])[CH3:26]. The catalyst is C(#N)C. The product is [Br:1][C:2]1[CH:3]=[C:4]([C:13]([O:15][CH2:16][CH3:17])=[O:14])[C:5]2[C:10]([CH2:11][CH3:12])=[N:9][N:8]([CH:25]([CH3:27])[CH3:26])[C:6]=2[N:7]=1. The yield is 0.877. (4) The reactants are [OH:1][C:2]1[CH:3]=[C:4]([C:8]23[CH2:15][CH2:14][C:11]([CH2:16][CH2:17][O:18][CH2:19][C:20]([O:22]C(C)(C)C)=[O:21])([CH2:12][CH2:13]2)[CH2:10][O:9]3)[CH:5]=[CH:6][CH:7]=1.Br[CH:28]([CH2:30][CH2:31][CH3:32])[CH3:29]. No catalyst specified. The product is [CH3:29][CH:28]([O:1][C:2]1[CH:3]=[C:4]([C:8]23[CH2:13][CH2:12][C:11]([CH2:16][CH2:17][O:18][CH2:19][C:20]([OH:22])=[O:21])([CH2:14][CH2:15]2)[CH2:10][O:9]3)[CH:5]=[CH:6][CH:7]=1)[CH2:30][CH2:31][CH3:32]. The yield is 0.880.